From a dataset of NCI-60 drug combinations with 297,098 pairs across 59 cell lines. Regression. Given two drug SMILES strings and cell line genomic features, predict the synergy score measuring deviation from expected non-interaction effect. (1) Drug 1: CCN(CC)CCCC(C)NC1=C2C=C(C=CC2=NC3=C1C=CC(=C3)Cl)OC. Drug 2: COCCOC1=C(C=C2C(=C1)C(=NC=N2)NC3=CC=CC(=C3)C#C)OCCOC.Cl. Cell line: RPMI-8226. Synergy scores: CSS=18.2, Synergy_ZIP=-6.09, Synergy_Bliss=-1.91, Synergy_Loewe=-8.30, Synergy_HSA=-3.86. (2) Drug 1: CCC(=C(C1=CC=CC=C1)C2=CC=C(C=C2)OCCN(C)C)C3=CC=CC=C3.C(C(=O)O)C(CC(=O)O)(C(=O)O)O. Drug 2: CC12CCC3C(C1CCC2OP(=O)(O)O)CCC4=C3C=CC(=C4)OC(=O)N(CCCl)CCCl.[Na+]. Cell line: UACC-257. Synergy scores: CSS=15.5, Synergy_ZIP=-8.92, Synergy_Bliss=-9.79, Synergy_Loewe=-13.1, Synergy_HSA=-7.47. (3) Drug 1: CN(C)C1=NC(=NC(=N1)N(C)C)N(C)C. Drug 2: C1CN(P(=O)(OC1)NCCCl)CCCl. Cell line: SNB-75. Synergy scores: CSS=0.0940, Synergy_ZIP=0.198, Synergy_Bliss=-0.159, Synergy_Loewe=-1.59, Synergy_HSA=-1.82. (4) Drug 1: C(=O)(N)NO. Drug 2: CC1C(C(CC(O1)OC2CC(CC3=C2C(=C4C(=C3O)C(=O)C5=CC=CC=C5C4=O)O)(C(=O)C)O)N)O. Cell line: CCRF-CEM. Synergy scores: CSS=35.6, Synergy_ZIP=-5.58, Synergy_Bliss=-2.33, Synergy_Loewe=-8.65, Synergy_HSA=1.11. (5) Drug 1: CN1C2=C(C=C(C=C2)N(CCCl)CCCl)N=C1CCCC(=O)O.Cl. Drug 2: CC(C)CN1C=NC2=C1C3=CC=CC=C3N=C2N. Cell line: 786-0. Synergy scores: CSS=3.05, Synergy_ZIP=-1.16, Synergy_Bliss=0.518, Synergy_Loewe=0.0589, Synergy_HSA=-0.295. (6) Synergy scores: CSS=3.93, Synergy_ZIP=-0.869, Synergy_Bliss=0.874, Synergy_Loewe=0.342, Synergy_HSA=-0.148. Drug 2: CC(C)(C#N)C1=CC(=CC(=C1)CN2C=NC=N2)C(C)(C)C#N. Drug 1: CCC1(CC2CC(C3=C(CCN(C2)C1)C4=CC=CC=C4N3)(C5=C(C=C6C(=C5)C78CCN9C7C(C=CC9)(C(C(C8N6C)(C(=O)OC)O)OC(=O)C)CC)OC)C(=O)OC)O.OS(=O)(=O)O. Cell line: BT-549. (7) Drug 1: CN(C)C1=NC(=NC(=N1)N(C)C)N(C)C. Drug 2: CC1=C(C=C(C=C1)C(=O)NC2=CC(=CC(=C2)C(F)(F)F)N3C=C(N=C3)C)NC4=NC=CC(=N4)C5=CN=CC=C5. Cell line: NCI-H522. Synergy scores: CSS=-4.06, Synergy_ZIP=2.31, Synergy_Bliss=2.99, Synergy_Loewe=-4.26, Synergy_HSA=-1.69.